This data is from Reaction yield outcomes from USPTO patents with 853,638 reactions. The task is: Predict the reaction yield, written as a fraction of the theoretical maximum amount of product (1.0 means a 100% yield; for example, 0.34 means a 34% yield). (1) The reactants are C([C@@H]1NC2C(=CC=CC=2)NC1=O)C1C=CC=CC=1.[N+:19]([C:22]1[CH:27]=[CH:26][C:25]([S:28][CH2:29][C:30]([NH:32][CH2:33][CH2:34][CH2:35][CH2:36][CH2:37][NH:38]C(=O)OC(C)(C)C)=[O:31])=[CH:24][CH:23]=1)([O-:21])=[O:20]. No catalyst specified. The product is [NH2:38][CH2:37][CH2:36][CH2:35][CH2:34][CH2:33][NH:32][C:30](=[O:31])[CH2:29][S:28][C:25]1[CH:24]=[CH:23][C:22]([N+:19]([O-:21])=[O:20])=[CH:27][CH:26]=1. The yield is 0.990. (2) The reactants are [Br:1][C:2]1[CH:3]=[CH:4][CH:5]=[C:6]2[C:15]=1[C:9]1([CH2:14][CH2:13][NH:12][CH2:11][CH2:10]1)[CH2:8][CH:7]2[NH:16][C:17](=[O:25])[O:18][CH2:19][CH2:20][Si:21]([CH3:24])([CH3:23])[CH3:22].[F:26][C:27]([F:40])([F:39])[C:28]1[CH:38]=[CH:37][CH:36]=[CH:35][C:29]=1[CH:30]=[CH:31][C:32](O)=[O:33].CCN(C(C)C)C(C)C.CN(C(ON1N=NC2C=CC=NC1=2)=[N+](C)C)C.F[P-](F)(F)(F)(F)F. The catalyst is C(Cl)Cl. The product is [Br:1][C:2]1[CH:3]=[CH:4][CH:5]=[C:6]2[C:15]=1[C:9]1([CH2:14][CH2:13][N:12]([C:32](=[O:33])/[CH:31]=[CH:30]/[C:29]3[CH:35]=[CH:36][CH:37]=[CH:38][C:28]=3[C:27]([F:39])([F:40])[F:26])[CH2:11][CH2:10]1)[CH2:8][CH:7]2[NH:16][C:17](=[O:25])[O:18][CH2:19][CH2:20][Si:21]([CH3:22])([CH3:24])[CH3:23]. The yield is 0.470. (3) The reactants are [CH2:1]([NH:8][C:9]1[CH:14]=[C:13]([NH:15][C:16]2[CH:21]=[CH:20][C:19]([N:22]3[CH2:28][CH2:27][CH2:26][NH:25][CH2:24][CH2:23]3)=[CH:18][CH:17]=2)[N:12]=[CH:11][C:10]=1[CH2:29][C:30]([NH2:32])=[O:31])[C:2]1[CH:7]=[CH:6][CH:5]=[CH:4][CH:3]=1.[C:33](OC(=O)C)(=[O:35])[CH3:34].O.N. The catalyst is ClCCl. The product is [C:33]([N:25]1[CH2:26][CH2:27][CH2:28][N:22]([C:19]2[CH:18]=[CH:17][C:16]([NH:15][C:13]3[N:12]=[CH:11][C:10]([CH2:29][C:30]([NH2:32])=[O:31])=[C:9]([NH:8][CH2:1][C:2]4[CH:7]=[CH:6][CH:5]=[CH:4][CH:3]=4)[CH:14]=3)=[CH:21][CH:20]=2)[CH2:23][CH2:24]1)(=[O:35])[CH3:34]. The yield is 0.730. (4) The reactants are [CH2:1]([C:3]1[N:4]=[C:5]([CH2:32][CH2:33][CH3:34])[N:6]([CH2:17][C:18]2[CH:23]=[CH:22][C:21]([C:24]3[C:25]([C:30]#[N:31])=[CH:26][CH:27]=[CH:28][CH:29]=3)=[CH:20][CH:19]=2)[C:7](=[O:16])[C:8]=1[C:9]1[CH:14]=[CH:13][C:12]([OH:15])=[CH:11][CH:10]=1)[CH3:2].I[CH2:36][C:37]([CH3:40])([CH3:39])[CH3:38].C(=O)([O-])[O-].[Cs+].[Cs+].CN(C)C=O. The catalyst is C(OCC)(=O)C. The product is [CH3:36][C:37]([CH3:40])([CH3:39])[CH2:38][O:15][C:12]1[CH:11]=[CH:10][C:9]([C:8]2[C:7](=[O:16])[N:6]([CH2:17][C:18]3[CH:23]=[CH:22][C:21]([C:24]4[C:25]([C:30]#[N:31])=[CH:26][CH:27]=[CH:28][CH:29]=4)=[CH:20][CH:19]=3)[C:5]([CH2:32][CH2:33][CH3:34])=[N:4][C:3]=2[CH2:1][CH3:2])=[CH:14][CH:13]=1. The yield is 0.620. (5) The reactants are [CH2:1]([C:3]1[CH:11]=[CH:10][C:9]2[NH:8][C:7]3[CH2:12][CH2:13][N:14]([CH3:16])[CH2:15][C:6]=3[C:5]=2[CH:4]=1)[CH3:2].[OH-].[K+].[CH3:19][C:20]1[CH:25]=[N:24][C:23]([CH:26]=[CH2:27])=[CH:22][N:21]=1. The catalyst is CN1CCCC1=O.O. The product is [CH2:1]([C:3]1[CH:11]=[CH:10][C:9]2[N:8]([CH2:27][CH2:26][C:23]3[CH:22]=[N:21][C:20]([CH3:19])=[CH:25][N:24]=3)[C:7]3[CH2:12][CH2:13][N:14]([CH3:16])[CH2:15][C:6]=3[C:5]=2[CH:4]=1)[CH3:2]. The yield is 0.600. (6) The reactants are [CH2:1]([O:3][C:4]([C:6]1[C:7]([OH:18])=[N:8][C:9]2[C:14]([C:15]=1[CH3:16])=[CH:13][CH:12]=[C:11]([F:17])[CH:10]=2)=[O:5])[CH3:2].IC.[CH3:21]COC(C)=O.CCCCCC. The catalyst is C(Cl)Cl. The product is [CH2:1]([O:3][C:4]([C:6]1[C:7]([O:18][CH3:21])=[N:8][C:9]2[C:14]([C:15]=1[CH3:16])=[CH:13][CH:12]=[C:11]([F:17])[CH:10]=2)=[O:5])[CH3:2]. The yield is 0.620. (7) The reactants are Br[C:2]1[CH:3]=[C:4]2[C:9](=[CH:10][CH:11]=1)[CH:8]=[C:7]([O:12][CH2:13][C:14]1[C:15]([C:22]3[C:27]([Cl:28])=[CH:26][CH:25]=[CH:24][C:23]=3[Cl:29])=[N:16][O:17][C:18]=1[CH:19]([CH3:21])[CH3:20])[CH:6]=[CH:5]2.COCCOC.C(=O)([O-])[O-].[Na+].[Na+].[C:42]([NH:45][C:46]1[CH:51]=[CH:50][C:49](B(O)O)=[CH:48][CH:47]=1)(=[O:44])[CH3:43]. The catalyst is O.C1C=CC([P]([Pd]([P](C2C=CC=CC=2)(C2C=CC=CC=2)C2C=CC=CC=2)([P](C2C=CC=CC=2)(C2C=CC=CC=2)C2C=CC=CC=2)[P](C2C=CC=CC=2)(C2C=CC=CC=2)C2C=CC=CC=2)(C2C=CC=CC=2)C2C=CC=CC=2)=CC=1.C(OCC)(=O)C. The product is [Cl:29][C:23]1[CH:24]=[CH:25][CH:26]=[C:27]([Cl:28])[C:22]=1[C:15]1[C:14]([CH2:13][O:12][C:7]2[CH:8]=[C:9]3[C:4](=[CH:5][CH:6]=2)[CH:3]=[C:2]([C:49]2[CH:50]=[CH:51][C:46]([NH:45][C:42](=[O:44])[CH3:43])=[CH:47][CH:48]=2)[CH:11]=[CH:10]3)=[C:18]([CH:19]([CH3:21])[CH3:20])[O:17][N:16]=1. The yield is 0.490. (8) The catalyst is CN1C(=O)CCC1. The reactants are Cl[C:2]1[C:3]([NH2:12])=[N:4][C:5]2[C:10]([N:11]=1)=[CH:9][CH:8]=[CH:7][CH:6]=2.[CH3:13][O:14][C:15]1[CH:16]=[C:17]([CH:19]=[C:20]([O:22][CH3:23])[CH:21]=1)[NH2:18]. The yield is 0.600. The product is [CH3:23][O:22][C:20]1[CH:19]=[C:17]([NH:18][C:2]2[C:3]([NH2:12])=[N:4][C:5]3[C:10](=[CH:9][CH:8]=[CH:7][CH:6]=3)[N:11]=2)[CH:16]=[C:15]([O:14][CH3:13])[CH:21]=1. (9) The reactants are [OH:1][C@H:2]1[CH2:6][N:5](C(OC(C)(C)C)=O)[C@H:4]([C:14](=[O:29])[NH:15][CH2:16][C:17]2[CH:22]=[CH:21][C:20]([C:23]3[S:27][CH:26]=[N:25][C:24]=3[CH3:28])=[CH:19][CH:18]=2)[CH2:3]1.[ClH:30].O1CCOCC1. The catalyst is CO.ClCCl. The product is [ClH:30].[OH:1][C@H:2]1[CH2:6][NH:5][C@H:4]([C:14]([NH:15][CH2:16][C:17]2[CH:18]=[CH:19][C:20]([C:23]3[S:27][CH:26]=[N:25][C:24]=3[CH3:28])=[CH:21][CH:22]=2)=[O:29])[CH2:3]1. The yield is 0.990. (10) The yield is 0.790. The reactants are [C:1]([C:5]1[CH:17]=[CH:16][CH:15]=[C:14]2[C:6]=1[C:7]1[C:8](=[O:18])[CH2:9][CH2:10][CH2:11][C:12]=1[NH:13]2)([O:3][CH3:4])=[O:2].[CH2:19](Br)[C:20]1[CH:25]=[CH:24][CH:23]=[CH:22][CH:21]=1.C(=O)([O-])[O-].[K+].[K+]. The product is [C:20]1([CH2:19][N:13]2[C:12]3[CH2:11][CH2:10][CH2:9][C:8](=[O:18])[C:7]=3[C:6]3[C:14]2=[CH:15][CH:16]=[CH:17][C:5]=3[C:1]([O:3][CH3:4])=[O:2])[CH:25]=[CH:24][CH:23]=[CH:22][CH:21]=1. The catalyst is CN(C=O)C.O.